From a dataset of Catalyst prediction with 721,799 reactions and 888 catalyst types from USPTO. Predict which catalyst facilitates the given reaction. (1) Reactant: [CH3:1][C:2]1[C:3]([NH:15][CH:16]2[CH2:30][CH:19]3[CH2:20][N:21](C(OC(C)(C)C)=O)[CH2:22][CH:18]3[CH2:17]2)=[N:4][C:5]([NH:8][C:9]2[CH:10]=[N:11][N:12]([CH3:14])[CH:13]=2)=[N:6][CH:7]=1.Cl.CCOC(C)=O. Product: [CH3:1][C:2]1[C:3]([NH:15][CH:16]2[CH2:30][CH:19]3[CH2:20][NH:21][CH2:22][CH:18]3[CH2:17]2)=[N:4][C:5]([NH:8][C:9]2[CH:10]=[N:11][N:12]([CH3:14])[CH:13]=2)=[N:6][CH:7]=1. The catalyst class is: 2. (2) Reactant: [F:1][C:2]1([F:29])[CH2:7][CH2:6][CH:5]([CH2:8][NH:9][C:10]([C:12]2[C:13]3[CH:14]=[CH:15][C:16]([C:23]4[CH2:27][CH2:26][C:25](=[O:28])[CH:24]=4)=[N:17][C:18]=3[CH:19]=[CH:20][C:21]=2[Cl:22])=[O:11])[CH2:4][CH2:3]1.C([SiH](CC)CC)C. Product: [F:29][C:2]1([F:1])[CH2:3][CH2:4][CH:5]([CH2:8][NH:9][C:10]([C:12]2[C:13]3[CH:14]=[CH:15][C:16]([CH:23]4[CH2:27][CH2:26][C:25](=[O:28])[CH2:24]4)=[N:17][C:18]=3[CH:19]=[CH:20][C:21]=2[Cl:22])=[O:11])[CH2:6][CH2:7]1. The catalyst class is: 45. (3) The catalyst class is: 1. Product: [CH:29]1([C:28]2[C:22]3[C:21]([N:32]4[CH2:37][CH2:36][N:35]([C:38]([O:40][C:41]([CH3:44])([CH3:43])[CH3:42])=[O:39])[CH2:34][CH2:33]4)=[N:20][C:19]([C:18]4[CH:17]=[CH:16][N:15]=[C:14]5[NH:10][CH:11]=[C:12]([C:45]6[CH:50]=[CH:49][CH:48]=[CH:47][CH:46]=6)[C:13]=45)=[N:24][C:23]=3[CH:25]=[N:26][CH:27]=2)[CH2:31][CH2:30]1. Reactant: C1(S([N:10]2[C:14]3=[N:15][CH:16]=[CH:17][C:18]([C:19]4[N:20]=[C:21]([N:32]5[CH2:37][CH2:36][N:35]([C:38]([O:40][C:41]([CH3:44])([CH3:43])[CH3:42])=[O:39])[CH2:34][CH2:33]5)[C:22]5[C:28]([CH:29]6[CH2:31][CH2:30]6)=[CH:27][N:26]=[CH:25][C:23]=5[N:24]=4)=[C:13]3[C:12]([C:45]3[CH:50]=[CH:49][CH:48]=[CH:47][CH:46]=3)=[CH:11]2)(=O)=O)C=CC=CC=1.CCCC[N+](CCCC)(CCCC)CCCC.[F-]. (4) Product: [CH2:19]([N:16]1[CH2:17][CH2:18][N:13]2[N:12]=[C:11]([NH:10][C:4]3[C:5](=[O:9])[N:6]([CH3:8])[CH:7]=[C:2]([B:22]4[O:26][C:25]([CH3:28])([CH3:27])[C:24]([CH3:30])([CH3:29])[O:23]4)[CH:3]=3)[CH:21]=[C:14]2[CH2:15]1)[CH3:20]. The catalyst class is: 102. Reactant: Br[C:2]1[CH:3]=[C:4]([NH:10][C:11]2[CH:21]=[C:14]3[CH2:15][N:16]([CH2:19][CH3:20])[CH2:17][CH2:18][N:13]3[N:12]=2)[C:5](=[O:9])[N:6]([CH3:8])[CH:7]=1.[B:22]1([B:22]2[O:26][C:25]([CH3:28])([CH3:27])[C:24]([CH3:30])([CH3:29])[O:23]2)[O:26][C:25]([CH3:28])([CH3:27])[C:24]([CH3:30])([CH3:29])[O:23]1.CC(C1C=C(C(C)C)C(C2C=CC=CC=2P(C2CCCCC2)C2CCCCC2)=C(C(C)C)C=1)C.C([O-])(=O)C.[K+]. (5) Reactant: [C:1]([OH:8])(=[O:7])[CH2:2][CH2:3][C:4]([OH:6])=[O:5].C(OC(C)C)(=O)C.[N:16]12[CH2:23][CH2:22][CH:19]([CH2:20][CH2:21]1)[C@@H:18]([O:24][C:25]([N:27]1[CH2:36][CH2:35][C:34]3[C:29](=[CH:30][CH:31]=[CH:32][CH:33]=3)[C@@H:28]1[C:37]1[CH:42]=[CH:41][CH:40]=[CH:39][CH:38]=1)=[O:26])[CH2:17]2. Product: [C:1]([OH:8])(=[O:7])[CH2:2][CH2:3][C:4]([OH:6])=[O:5].[N:16]12[CH2:21][CH2:20][CH:19]([CH2:22][CH2:23]1)[C@@H:18]([O:24][C:25]([N:27]1[CH2:36][CH2:35][C:34]3[C:29](=[CH:30][CH:31]=[CH:32][CH:33]=3)[C@@H:28]1[C:37]1[CH:42]=[CH:41][CH:40]=[CH:39][CH:38]=1)=[O:26])[CH2:17]2. The catalyst class is: 21. (6) Reactant: [CH2:1]([O:8][C:9]1[CH:10]=[C:11]([CH2:29][CH2:30][NH:31][C:32](=[O:39])[C:33]2[CH:38]=[CH:37][CH:36]=[CH:35][CH:34]=2)[CH:12]=[CH:13][C:14]=1[N:15]1[CH2:19][C:18](=[O:20])[N:17](CC[Si](C)(C)C)[S:16]1(=[O:28])=[O:27])[C:2]1[CH:7]=[CH:6][CH:5]=[CH:4][CH:3]=1.CCCC[N+](CCCC)(CCCC)CCCC.[F-].Cl. Product: [CH2:1]([O:8][C:9]1[CH:10]=[C:11]([CH2:29][CH2:30][NH:31][C:32](=[O:39])[C:33]2[CH:38]=[CH:37][CH:36]=[CH:35][CH:34]=2)[CH:12]=[CH:13][C:14]=1[N:15]1[CH2:19][C:18](=[O:20])[NH:17][S:16]1(=[O:28])=[O:27])[C:2]1[CH:3]=[CH:4][CH:5]=[CH:6][CH:7]=1. The catalyst class is: 1. (7) Reactant: [OH:1][C:2]1[C:3](=[O:10])[CH:4]=[C:5]([CH2:8]O)[O:6][CH:7]=1.O=S(Cl)[Cl:13]. Product: [Cl:13][CH2:8][C:5]1[O:6][CH:7]=[C:2]([OH:1])[C:3](=[O:10])[CH:4]=1. The catalyst class is: 4. (8) Reactant: CCCC[N+](CCCC)(CCCC)CCCC.[F-].[F:19][C:20]1([C:34]2[CH:39]=[CH:38][C:37]([C:40]3[CH2:44][C:43]([C:49]4[CH:54]=[C:53]([Cl:55])[C:52]([Cl:56])=[C:51]([Cl:57])[CH:50]=4)([C:45]([F:48])([F:47])[F:46])[O:42][N:41]=3)=[CH:36][CH:35]=2)[CH2:23][CH:22]([NH:24]C(=O)OCC[Si](C)(C)C)[CH2:21]1. Product: [F:19][C:20]1([C:34]2[CH:35]=[CH:36][C:37]([C:40]3[CH2:44][C:43]([C:49]4[CH:54]=[C:53]([Cl:55])[C:52]([Cl:56])=[C:51]([Cl:57])[CH:50]=4)([C:45]([F:46])([F:47])[F:48])[O:42][N:41]=3)=[CH:38][CH:39]=2)[CH2:23][CH:22]([NH2:24])[CH2:21]1. The catalyst class is: 1. (9) Reactant: Cl[C:2]1[CH:7]=[C:6]([N:8]([CH2:17][O:18][CH2:19][CH2:20][Si:21]([CH3:24])([CH3:23])[CH3:22])[CH2:9][O:10][CH2:11][CH2:12][Si:13]([CH3:16])([CH3:15])[CH3:14])[N:5]2[N:25]=[CH:26][CH:27]=[C:4]2[N:3]=1.CC1(C)C(C)(C)OB([C:36]2[CH2:41][CH2:40][N:39]([C:42]([O:44][C:45]([CH3:48])([CH3:47])[CH3:46])=[O:43])[CH2:38][CH:37]=2)O1.ClCCl.C([O-])([O-])=O.[Na+].[Na+]. Product: [CH3:14][Si:13]([CH3:16])([CH3:15])[CH2:12][CH2:11][O:10][CH2:9][N:8]([CH2:17][O:18][CH2:19][CH2:20][Si:21]([CH3:24])([CH3:23])[CH3:22])[C:6]1[N:5]2[N:25]=[CH:26][CH:27]=[C:4]2[N:3]=[C:2]([C:36]2[CH2:41][CH2:40][N:39]([C:42]([O:44][C:45]([CH3:48])([CH3:47])[CH3:46])=[O:43])[CH2:38][CH:37]=2)[CH:7]=1. The catalyst class is: 57. (10) The catalyst class is: 3. Product: [OH:8][CH2:9][C:10]1[C:11]([O:17][CH2:26][C:27]2[C:28]([C:33]3[N:37]([CH:38]([CH3:40])[CH3:39])[N:36]=[CH:35][CH:34]=3)=[N:29][CH:30]=[CH:31][CH:32]=2)=[CH:12][N:13]=[CH:14][C:15]=1[OH:16]. Reactant: [Si]([O:8][CH2:9][C:10]1[C:15]([OH:16])=[CH:14][N:13]=[CH:12][C:11]=1[OH:17])(C(C)(C)C)(C)C.C([O-])([O-])=O.[Cs+].[Cs+].Cl.Cl[CH2:26][C:27]1[C:28]([C:33]2[N:37]([CH:38]([CH3:40])[CH3:39])[N:36]=[CH:35][CH:34]=2)=[N:29][CH:30]=[CH:31][CH:32]=1.